This data is from Forward reaction prediction with 1.9M reactions from USPTO patents (1976-2016). The task is: Predict the product of the given reaction. (1) Given the reactants [O:1]=[C:2]1[C:7]2[CH:8]=[CH:9][CH:10]=[C:11]([C:12]([OH:14])=[O:13])[C:6]=2[N:5]=[CH:4]O1.C([O-])(=O)C.[NH4+:19], predict the reaction product. The product is: [O:1]=[C:2]1[C:7]2[C:6](=[C:11]([C:12]([OH:14])=[O:13])[CH:10]=[CH:9][CH:8]=2)[N:5]=[CH:4][NH:19]1. (2) Given the reactants C[O:2][C:3]([C:5]1[CH:10]=[CH:9][C:8](=[O:11])[NH:7][C:6]=1[NH:12][C:13]1[CH:18]=[CH:17][C:16]([Br:19])=[CH:15][C:14]=1[F:20])=[O:4].[OH-].[Na+].Cl, predict the reaction product. The product is: [Br:19][C:16]1[CH:17]=[CH:18][C:13]([NH:12][C:6]2[NH:7][C:8](=[O:11])[CH:9]=[CH:10][C:5]=2[C:3]([OH:4])=[O:2])=[C:14]([F:20])[CH:15]=1. (3) Given the reactants [Si]([O:8][C@@H:9]1[C@@:26]2([CH3:27])[C:13](=[CH:14][CH:15]=[C:16]3[C@@H:25]2[CH2:24][CH2:23][C@@:21]2([CH3:22])[C@H:17]3[CH2:18][CH:19]=[C:20]2[CH2:28][O:29]/[CH:30]=[CH:31]/[CH2:32][C:33]([CH2:44][CH3:45])([O:36][Si](CC)(CC)CC)[CH2:34][CH3:35])[CH2:12][C@@H:11]([O:46][Si](C(C)(C)C)(C)C)[CH2:10]1)(C(C)(C)C)(C)C.O1CCCC1.[F-].C([N+](CCCC)(CCCC)CCCC)CCC, predict the reaction product. The product is: [CH2:34]([C:33]([OH:36])([CH2:44][CH3:45])[CH2:32]/[CH:31]=[CH:30]/[O:29][CH2:28][C:20]1[C@:21]2([CH2:23][CH2:24][C@H:25]3[C:16](=[CH:15][CH:14]=[C:13]4[C@:26]3([CH3:27])[C@@H:9]([OH:8])[CH2:10][C@H:11]([OH:46])[CH2:12]4)[C@@H:17]2[CH2:18][CH:19]=1)[CH3:22])[CH3:35]. (4) Given the reactants [N:1]#[C:2][C@@H:3]([C:5]([O:7][CH2:8][CH3:9])=[O:6])[NH2:4].[CH2:10](OC(OCC)OCC)C.[CH:20]1([NH2:23])[CH2:22][CH2:21]1, predict the reaction product. The product is: [NH2:1][C:2]1[N:23]([CH:20]2[CH2:22][CH2:21]2)[CH:10]=[N:4][C:3]=1[C:5]([O:7][CH2:8][CH3:9])=[O:6]. (5) The product is: [CH3:17][O:9][C:8](=[O:10])[CH:7]=[CH:6][C:2]1[S:1][CH:5]=[CH:4][CH:3]=1. Given the reactants [S:1]1[CH:5]=[CH:4][CH:3]=[C:2]1[CH:6]=[CH:7][C:8]([OH:10])=[O:9].S(Cl)(Cl)=O.[K+].[Br-].[CH3:17]O, predict the reaction product. (6) Given the reactants C(NC([NH:8][C:9]1[CH:10]=[C:11]([NH:29][C:30](=[O:39])[O:31][CH2:32][C:33]2[CH:38]=[CH:37][CH:36]=[CH:35][CH:34]=2)[CH:12]=[N:13][C:14]=1[S:15](=[O:28])(=[O:27])[NH:16][C:17]1[CH:26]=[CH:25][C:20]2[B:21]([OH:24])[O:22][CH2:23][C:19]=2[CH:18]=1)=O)(C)(C)C, predict the reaction product. The product is: [NH2:8][C:9]1[CH:10]=[C:11]([NH:29][C:30](=[O:39])[O:31][CH2:32][C:33]2[CH:34]=[CH:35][CH:36]=[CH:37][CH:38]=2)[CH:12]=[N:13][C:14]=1[S:15](=[O:28])(=[O:27])[NH:16][C:17]1[CH:26]=[CH:25][C:20]2[B:21]([OH:24])[O:22][CH2:23][C:19]=2[CH:18]=1. (7) Given the reactants C(Cl)(C)(C)C.Cl.ClC(C)C.Cl[SiH](Cl)[CH2:13][CH2:14][CH2:15][CH2:16][CH2:17][CH3:18].[Cl:20][Si:21]([Cl:29])([Cl:28])CCCCCC.ClCCCCCC, predict the reaction product. The product is: [CH2:13]=[CH:14][CH2:15][CH2:16][CH2:17][CH3:18].[Cl:20][SiH:21]([Cl:29])[Cl:28].